From a dataset of Human intestinal absorption (HIA) binary classification data from Hou et al.. Regression/Classification. Given a drug SMILES string, predict its absorption, distribution, metabolism, or excretion properties. Task type varies by dataset: regression for continuous measurements (e.g., permeability, clearance, half-life) or binary classification for categorical outcomes (e.g., BBB penetration, CYP inhibition). Dataset: hia_hou. (1) The drug is CNCCC[C@]12CC[C@H](c3ccccc31)c1ccccc12. The result is 1 (good absorption). (2) The molecule is Nc1ccc(S(=O)(=O)c2ccc(O)cc2)cc1. The result is 1 (good absorption). (3) The drug is O=S(=O)(O)CC[S]. The result is 1 (good absorption). (4) The molecule is CN1c2ccccc2N(CCCCCCC(=O)O)c2ccc(Cl)cc2S1(=O)=O. The result is 1 (good absorption).